The task is: Regression. Given a peptide amino acid sequence and an MHC pseudo amino acid sequence, predict their binding affinity value. This is MHC class I binding data.. This data is from Peptide-MHC class I binding affinity with 185,985 pairs from IEDB/IMGT. (1) The peptide sequence is TALLLACAV. The MHC is H-2-Db with pseudo-sequence H-2-Db. The binding affinity (normalized) is 0.317. (2) The binding affinity (normalized) is 0.0386. The MHC is HLA-A02:01 with pseudo-sequence HLA-A02:01. The peptide sequence is DMPPEVVYL.